Dataset: Full USPTO retrosynthesis dataset with 1.9M reactions from patents (1976-2016). Task: Predict the reactants needed to synthesize the given product. (1) The reactants are: C[O:2][C:3]([C:5]1[C:13]2[N:12]=[C:11]([C:14]3[CH:19]=[CH:18][C:17]([F:20])=[CH:16][C:15]=3[F:21])[NH:10][C:9]=2[C:8]([OH:22])=[CH:7][CH:6]=1)=[O:4].O[Li].O. Given the product [F:21][C:15]1[CH:16]=[C:17]([F:20])[CH:18]=[CH:19][C:14]=1[C:11]1[NH:10][C:9]2[C:8]([OH:22])=[CH:7][CH:6]=[C:5]([C:3]([OH:4])=[O:2])[C:13]=2[N:12]=1, predict the reactants needed to synthesize it. (2) Given the product [CH3:23][C:24]1[O:28][N:27]=[C:26]([C:29]2[CH:34]=[CH:33][CH:32]=[CH:31][CH:30]=2)[C:25]=1[C:35]([O:1][CH2:2][CH2:3][CH2:4][N:5]1[CH2:10][CH2:9][CH:8]([C:11]2[CH:16]=[CH:15][CH:14]=[C:13]([NH:17][C:18](=[O:22])[CH:19]([CH3:20])[CH3:21])[CH:12]=2)[CH2:7][CH2:6]1)=[O:36], predict the reactants needed to synthesize it. The reactants are: [OH:1][CH2:2][CH2:3][CH2:4][N:5]1[CH2:10][CH2:9][CH:8]([C:11]2[CH:12]=[C:13]([NH:17][C:18](=[O:22])[CH:19]([CH3:21])[CH3:20])[CH:14]=[CH:15][CH:16]=2)[CH2:7][CH2:6]1.[CH3:23][C:24]1[O:28][N:27]=[C:26]([C:29]2[CH:34]=[CH:33][CH:32]=[CH:31][CH:30]=2)[C:25]=1[C:35](Cl)=[O:36]. (3) Given the product [Cl:8][C:9]1[CH:14]=[CH:13][C:12]([C:15]([NH:17][CH2:18][C:19]([OH:21])=[O:20])=[O:16])=[C:11]([NH:26][C:27]([NH:29][C:30]2[C:35]([CH3:36])=[CH:34][CH:33]=[CH:32][C:31]=2[CH3:37])=[O:28])[CH:10]=1, predict the reactants needed to synthesize it. The reactants are: FC(F)(F)C(O)=O.[Cl:8][C:9]1[CH:14]=[CH:13][C:12]([C:15]([NH:17][CH2:18][C:19]([O:21]C(C)(C)C)=[O:20])=[O:16])=[C:11]([NH:26][C:27]([NH:29][C:30]2[C:35]([CH3:36])=[CH:34][CH:33]=[CH:32][C:31]=2[CH3:37])=[O:28])[CH:10]=1.